From a dataset of Catalyst prediction with 721,799 reactions and 888 catalyst types from USPTO. Predict which catalyst facilitates the given reaction. (1) Reactant: [Br:1][C:2]1[C:7]2[N:8]=[C:9](SC)[N:10]=[CH:11][C:6]=2[C:5](=[O:14])[N:4]([CH2:15][CH:16]2[CH2:18][CH2:17]2)[CH:3]=1.C1C=C(Cl)C=C(C(OO)=O)C=1.[CH3:30][N:31]1[CH2:36][CH2:35][N:34]([C:37]2[CH:43]=[CH:42][C:40]([NH2:41])=[CH:39][CH:38]=2)[CH2:33][CH2:32]1.C(N(C(C)C)C(C)C)C. Product: [Br:1][C:2]1[C:7]2[N:8]=[C:9]([NH:41][C:40]3[CH:39]=[CH:38][C:37]([N:34]4[CH2:33][CH2:32][N:31]([CH3:30])[CH2:36][CH2:35]4)=[CH:43][CH:42]=3)[N:10]=[CH:11][C:6]=2[C:5](=[O:14])[N:4]([CH2:15][CH:16]2[CH2:18][CH2:17]2)[CH:3]=1. The catalyst class is: 93. (2) Reactant: C(O/[C:4](=[C:9]1/[C:10]([CH2:16][C:17]([O:19][CH3:20])=[O:18])=[N:11][N:12]([CH3:15])[C:13]/1=[O:14])/[CH2:5][CH2:6][CH2:7][CH3:8])C.[N:21]1[CH:26]=[CH:25][CH:24]=[CH:23][C:22]=1[CH2:27][NH2:28]. Product: [CH3:15][N:12]1[C:13](=[O:14])/[C:9](=[C:4](\[NH:28][CH2:27][C:22]2[CH:23]=[CH:24][CH:25]=[CH:26][N:21]=2)/[CH2:5][CH2:6][CH2:7][CH3:8])/[C:10]([CH2:16][C:17]([O:19][CH3:20])=[O:18])=[N:11]1. The catalyst class is: 11. (3) Reactant: [CH3:1][CH2:2][CH2:3][C:4]1[C:5]2[N:14]=[C:13]([C:15]3[CH:16]=[C:17]([S:24]([N:27]4[CH2:32][CH2:31][N:30]([CH3:33])[CH2:29][CH2:28]4)(=[O:26])=[O:25])[CH:18]=[CH:19][C:20]=3[O:21][CH2:22][CH3:23])[NH:12][C:10](=[O:11])[C:6]=2[N:7]([CH3:9])[N:8]=1.[C:34]([OH:46])(=[O:45])[CH2:35][C:36]([CH2:41][C:42]([OH:44])=[O:43])([C:38]([OH:40])=[O:39])[OH:37]. Product: [CH3:1][CH2:2][CH2:3][C:4]1[C:5]2[N:14]=[C:13]([C:15]3[CH:16]=[C:17]([S:24]([N:27]4[CH2:32][CH2:31][N:30]([CH3:33])[CH2:29][CH2:28]4)(=[O:25])=[O:26])[CH:18]=[CH:19][C:20]=3[O:21][CH2:22][CH3:23])[NH:12][C:10](=[O:11])[C:6]=2[N:7]([CH3:9])[N:8]=1.[CH2:41]([C:36]([OH:37])([C:38]([OH:40])=[O:39])[CH2:35][C:34]([OH:46])=[O:45])[C:42]([OH:44])=[O:43]. The catalyst class is: 21. (4) The catalyst class is: 30. Product: [CH3:24][O:23][C:21]([C:20]1[NH:11][CH:10]=[C:9]([C:12]2[CH:17]=[CH:16][N:15]=[CH:14][CH:13]=2)[C:8]=1[C:5]1[CH:4]=[CH:3][C:2]([F:1])=[CH:7][CH:6]=1)=[O:22]. Reactant: [F:1][C:2]1[CH:7]=[CH:6][C:5]([CH:8]=[C:9]([C:12]2[CH:17]=[CH:16][N:15]=[CH:14][CH:13]=2)[C:10]#[N:11])=[CH:4][CH:3]=1.[N+]([CH2:20][C:21]([O:23][CH3:24])=[O:22])#[C-].CC(C)([O-])C.[K+]. (5) Product: [CH:1]1([C:4]2[N:5]=[CH:6][C:7]3[C:8](=[CH:10][N:11]([C@@H:13]4[CH2:18][C@H:17]([NH2:19])[C@@H:16]([C:20]5[CH:25]=[C:24]([F:26])[C:23]([F:27])=[CH:22][C:21]=5[F:28])[CH2:15][CH2:14]4)[CH:12]=3)[N:9]=2)[CH2:2][CH2:3]1. The catalyst class is: 19. Reactant: [CH:1]1([C:4]2[N:5]=[CH:6][C:7]3[CH2:12][N:11]([C@@H:13]4[CH2:18][C@H:17]([NH2:19])[C@@H:16]([C:20]5[CH:25]=[C:24]([F:26])[C:23]([F:27])=[CH:22][C:21]=5[F:28])[CH2:15][CH2:14]4)[CH2:10][C:8]=3[N:9]=2)[CH2:3][CH2:2]1.O=C1C[C@H](NC(=O)OCC2C=CC=CC=2)[C@@H](C2C=C(F)C(F)=CC=2F)CC1. (6) Reactant: [CH3:1][C:2]([CH3:21])([CH3:20])[C@@H:3]([C:5]1[O:6][C:7]([C:10]2[CH:15]=[CH:14][C:13]([C:16]([F:19])([F:18])[F:17])=[CH:12][CH:11]=2)=[N:8][N:9]=1)[OH:4].[N:22]([C@@H:25]([CH2:30][CH2:31][CH2:32][CH3:33])[C:26]([O:28][CH3:29])=[O:27])=[C:23]=[O:24]. Product: [CH3:1][C:2]([CH3:21])([CH3:20])[C@H:3]([O:4][C:23]([NH:22][C@@H:25]([CH2:30][CH2:31][CH2:32][CH3:33])[C:26]([O:28][CH3:29])=[O:27])=[O:24])[C:5]1[O:6][C:7]([C:10]2[CH:15]=[CH:14][C:13]([C:16]([F:19])([F:17])[F:18])=[CH:12][CH:11]=2)=[N:8][N:9]=1. The catalyst class is: 11. (7) Reactant: [Br:1][C:2]1[C:3]([OH:12])=[CH:4][CH:5]=[C:6]2[C:11]=1[N:10]=[CH:9][CH:8]=[CH:7]2.C([O-])([O-])=O.[Cs+].[Cs+].Br[CH2:20][CH2:21][F:22]. Product: [Br:1][C:2]1[C:3]([O:12][CH2:20][CH2:21][F:22])=[CH:4][CH:5]=[C:6]2[C:11]=1[N:10]=[CH:9][CH:8]=[CH:7]2. The catalyst class is: 18.